Dataset: Full USPTO retrosynthesis dataset with 1.9M reactions from patents (1976-2016). Task: Predict the reactants needed to synthesize the given product. (1) Given the product [Br:1][C:2]1[N:7]=[C:6]2[C:8]([CH3:35])=[C:9]([CH:11]([NH:18][C:19]3[CH:20]=[CH:21][C:22]([C:25]([NH:27][CH2:28][CH2:29][C:30]([OH:32])=[O:31])=[O:26])=[CH:23][CH:24]=3)[CH:12]3[CH2:13][CH2:14][CH2:15][CH2:16][CH2:17]3)[O:10][C:5]2=[CH:4][CH:3]=1, predict the reactants needed to synthesize it. The reactants are: [Br:1][C:2]1[N:7]=[C:6]2[C:8]([CH3:35])=[C:9]([CH:11]([NH:18][C:19]3[CH:24]=[CH:23][C:22]([C:25]([NH:27][CH2:28][CH2:29][C:30]([O:32]CC)=[O:31])=[O:26])=[CH:21][CH:20]=3)[CH:12]3[CH2:17][CH2:16][CH2:15][CH2:14][CH2:13]3)[O:10][C:5]2=[CH:4][CH:3]=1.O1CCCC1.[OH-].[Li+]. (2) Given the product [CH2:21]([C:16]1([OH:23])[C:15]2[CH:14]=[CH:13][NH:12][C:11](=[O:24])[C:10]=2[CH2:9][O:19][C:18](=[O:20])[CH2:17]1)[CH3:22], predict the reactants needed to synthesize it. The reactants are: C(O[CH2:9][C:10]1[C:11]([O:24]C)=[N:12][CH:13]=[CH:14][C:15]=1[C:16]([OH:23])([CH2:21][CH3:22])[CH2:17][C:18]([OH:20])=[O:19])C1C=CC=CC=1.C([O-])=O.[NH4+].C1(N=C=NC2CCCCC2)CCCCC1.[I-].[Na+].C[Si](Cl)(C)C. (3) Given the product [CH3:1][N:2]([CH3:16])[C:3]1[S:4][C@H:5]2[O:11][C@@H:10]3[CH2:12][O:13][CH:25]([C:26]4[CH:31]=[CH:30][CH:29]=[CH:28][CH:27]=4)[O:14][C@H:9]3[C@H:8]([OH:15])[C@H:6]2[N:7]=1, predict the reactants needed to synthesize it. The reactants are: [CH3:1][N:2]([CH3:16])[C:3]1[S:4][C@H:5]2[O:11][C@H:10]([CH2:12][OH:13])[C@@H:9]([OH:14])[C@H:8]([OH:15])[C@H:6]2[N:7]=1.C(Cl)Cl.C([O-])(O)=O.[Na+].[CH:25](=O)[C:26]1[CH:31]=[CH:30][CH:29]=[CH:28][CH:27]=1. (4) Given the product [Cl:27][C:19]1[C:20]2[CH:26]=[CH:25][CH:24]=[CH:23][C:21]=2[S:22][C:18]=1[C:16]([N:15]([CH2:28][C:29]1[CH:30]=[C:31]([C:43]2[CH:48]=[CH:47][N:46]=[CH:45][CH:44]=2)[CH:32]=[CH:33][C:34]=1[O:35][CH3:36])[CH:12]1[CH2:13][CH2:14][CH:9]([N:8]([CH3:40])[C:1](=[O:2])[O:3][C:4]([CH3:5])([CH3:6])[CH3:7])[CH2:10][CH2:11]1)=[O:17], predict the reactants needed to synthesize it. The reactants are: [C:1]([N:8]([CH3:40])[CH:9]1[CH2:14][CH2:13][CH:12]([N:15]([CH2:28][C:29]2[CH:30]=[C:31](B(O)O)[CH:32]=[CH:33][C:34]=2[O:35][CH3:36])[C:16]([C:18]2[S:22][C:21]3[CH:23]=[CH:24][CH:25]=[CH:26][C:20]=3[C:19]=2[Cl:27])=[O:17])[CH2:11][CH2:10]1)([O:3][C:4]([CH3:7])([CH3:6])[CH3:5])=[O:2].Cl.Br[C:43]1[CH:48]=[CH:47][N:46]=[CH:45][CH:44]=1. (5) Given the product [CH2:20]([NH:24][C:15]([CH:14]1[CH2:13][CH2:12][CH2:11][CH2:10][C:9]1([C:7](=[O:8])[C:6]1[CH:18]=[CH:19][C:3]([O:2][CH3:1])=[CH:4][CH:5]=1)[OH:16])=[O:17])[CH2:21][CH2:22][CH3:23], predict the reactants needed to synthesize it. The reactants are: [CH3:1][O:2][C:3]1[CH:19]=[CH:18][C:6]([C:7]([C:9]23[O:16][C:15](=[O:17])[CH:14]2[CH2:13][CH2:12][CH2:11][CH2:10]3)=[O:8])=[CH:5][CH:4]=1.[CH2:20]([NH2:24])[CH2:21][CH2:22][CH3:23].